Dataset: Full USPTO retrosynthesis dataset with 1.9M reactions from patents (1976-2016). Task: Predict the reactants needed to synthesize the given product. (1) Given the product [Br:15][C:12]1[CH:13]=[CH:14][C:9]([C:8]([O:7][CH3:6])=[O:17])=[CH:10][C:11]=1[CH2:16][Br:25], predict the reactants needed to synthesize it. The reactants are: C(Cl)(Cl)(Cl)Cl.[CH3:6][O:7][C:8](=[O:17])[C:9]1[CH:14]=[CH:13][C:12]([Br:15])=[C:11]([CH3:16])[CH:10]=1.C1C(=O)N([Br:25])C(=O)C1. (2) Given the product [Cl:41][C:35]1[CH:36]=[CH:37][C:38]([F:40])=[CH:39][C:34]=1[CH2:33][N:14]1[C:13]2[C:42](=[O:44])[N:2]([CH3:1])[C:3](=[S:4])[NH:11][C:12]=2[C:16]([C:17]#[N:18])=[C:15]1[N:19]1[CH2:24][CH2:23][CH2:22][C@@H:21]([NH:25][C:26](=[O:27])[O:28][C:29]([CH3:30])([CH3:31])[CH3:32])[CH2:20]1, predict the reactants needed to synthesize it. The reactants are: [CH3:1][N:2]=[C:3]=[S:4].C(=O)([O-])[O-].[K+].[K+].[NH2:11][C:12]1[C:16]([C:17]#[N:18])=[C:15]([N:19]2[CH2:24][CH2:23][CH2:22][C@@H:21]([NH:25][C:26]([O:28][C:29]([CH3:32])([CH3:31])[CH3:30])=[O:27])[CH2:20]2)[N:14]([CH2:33][C:34]2[CH:39]=[C:38]([F:40])[CH:37]=[CH:36][C:35]=2[Cl:41])[C:13]=1[C:42]([O:44]CC)=O.C1(C)C=CC=CC=1. (3) Given the product [CH:7]([C:16]1[CH:23]=[C:22]([CH:21]=[C:18]([CH:19]=[CH:8][C:9]2[CH:14]=[CH:13][CH:12]=[CH:11][CH:10]=2)[CH:17]=1)[CH:1]=[O:4])=[CH:8][C:9]1[CH:14]=[CH:13][CH:12]=[CH:11][CH:10]=1, predict the reactants needed to synthesize it. The reactants are: [C:1]([O-:4])([O-])=O.[K+].[K+].[CH2:7]=[CH:8][C:9]1[CH:14]=[CH:13][CH:12]=[CH:11][CH:10]=1.Br[C:16]1[CH:17]=[C:18]([CH:21]=[C:22](Br)[CH:23]=1)[CH:19]=O. (4) The reactants are: [NH:1](C(OCC1C2C(=CC=CC=2)C2C1=CC=CC=2)=O)[C@H:2]([C:6]([NH:8][C@H:9]([C:17]([OH:19])=[O:18])[CH2:10][CH2:11][CH2:12][NH:13][C:14]([NH2:16])=[O:15])=[O:7])[CH:3]([CH3:5])[CH3:4].[CH3:37][CH2:38][C@@H:39]([C@H:41]([N:71]([C:73]([C@@H:75]([NH:79][C:80]([C@@H:82]([N:86]([C:88]([O:90][CH2:91][C:92]1[CH:93]=[CH:94][C:95]([NH:98][C:99]([C@@H:101]([NH:109][C:110]([C@@H:112]([NH:116][C:117]([CH2:119][CH2:120][CH2:121][CH2:122][CH2:123][N:124]2[C:129](=[O:130])[CH:128][CH2:127][C:125]2=[O:126])=[O:118])[CH:113]([CH3:115])[CH3:114])=[O:111])[CH2:102][CH2:103][CH2:104][NH:105][C:106]([NH2:108])=[O:107])=[O:100])=[CH:96][CH:97]=1)=[O:89])[CH3:87])[CH:83]([CH3:85])[CH3:84])=[O:81])[CH:76]([CH3:78])[CH3:77])=[O:74])[CH3:72])[C@H:42]([O:69][CH3:70])[CH2:43][C:44]([N:46]1[C@H:50]([C@H:51]([O:67][CH3:68])[C@H:52]([C:54]([NH:56][C@@H:57]([C@@H:59]([OH:66])[C:60]2[CH:61]=[CH:62][CH:63]=[CH:64][CH:65]=2)[CH3:58])=[O:55])[CH3:53])[CH2:49][CH2:48][CH2:47]1)=[O:45])[CH3:40]. Given the product [NH2:1][C@H:2]([C:6]([NH:8][C@H:9]([C:17]([OH:19])=[O:18])[CH2:10][CH2:11][CH2:12][NH:13][C:14]([NH2:16])=[O:15])=[O:7])[CH:3]([CH3:4])[CH3:5].[CH3:37][CH2:38][C@@H:39]([C@H:41]([N:71]([C:73]([C@@H:75]([NH:79][C:80]([C@@H:82]([N:86]([C:88]([O:90][CH2:91][C:92]1[CH:93]=[CH:94][C:95]([NH:98][C:99]([C@@H:101]([NH:109][C:110]([C@@H:112]([NH:116][C:117]([CH2:119][CH2:120][CH2:121][CH2:122][CH2:123][N:124]2[C:129](=[O:130])[CH:128][CH2:127][C:125]2=[O:126])=[O:118])[CH:113]([CH3:114])[CH3:115])=[O:111])[CH2:102][CH2:103][CH2:104][NH:105][C:106]([NH2:108])=[O:107])=[O:100])=[CH:96][CH:97]=1)=[O:89])[CH3:87])[CH:83]([CH3:85])[CH3:84])=[O:81])[CH:76]([CH3:78])[CH3:77])=[O:74])[CH3:72])[C@H:42]([O:69][CH3:70])[CH2:43][C:44]([N:46]1[C@H:50]([C@H:51]([O:67][CH3:68])[C@H:52]([C:54]([NH:56][C@@H:57]([C@@H:59]([OH:66])[C:60]2[CH:61]=[CH:62][CH:63]=[CH:64][CH:65]=2)[CH3:58])=[O:55])[CH3:53])[CH2:49][CH2:48][CH2:47]1)=[O:45])[CH3:40], predict the reactants needed to synthesize it. (5) Given the product [C:1]([O:5][C:6](=[O:36])[NH:7][C:8]1([C:12]2[CH:17]=[CH:16][C:15]([C:18]3[C:27](=[O:28])[C:26]4[C:21](=[C:22]5[C:23](=[CH:24][CH:25]=4)[NH:46][C:45](=[O:53])[CH2:44][O:43]5)[O:20][C:19]=3[C:30]3[CH:35]=[CH:34][CH:33]=[CH:32][CH:31]=3)=[CH:14][CH:13]=2)[CH2:11][CH2:10][CH2:9]1)([CH3:4])([CH3:3])[CH3:2], predict the reactants needed to synthesize it. The reactants are: [C:1]([O:5][C:6](=[O:36])[NH:7][C:8]1([C:12]2[CH:17]=[CH:16][C:15]([C:18]3[C:27](=[O:28])[C:26]4[C:21](=[CH:22][CH:23]=[C:24](F)[CH:25]=4)[O:20][C:19]=3[C:30]3[CH:35]=[CH:34][CH:33]=[CH:32][CH:31]=3)=[CH:14][CH:13]=2)[CH2:11][CH2:10][CH2:9]1)([CH3:4])([CH3:3])[CH3:2].IC1C(=O)C2C(=C3C(=CC=2)[NH:46][C:45](=[O:53])[CH2:44][O:43]3)OC=1C1C=CC=CC=1. (6) Given the product [F:10][C:11]1[CH:12]=[C:13]([CH2:28][N:29]2[CH2:34][CH2:33][N:32]([C:6]([CH:4]3[CH2:3][C:2]([F:1])([CH3:9])[CH2:5]3)=[O:8])[C@@H:31]([CH3:35])[CH2:30]2)[C:14]([CH3:27])=[C:15]([NH:17][C:18](=[O:26])[C:19]2[CH:24]=[CH:23][C:22]([CH3:25])=[N:21][CH:20]=2)[CH:16]=1, predict the reactants needed to synthesize it. The reactants are: [F:1][C:2]1([CH3:9])[CH2:5][CH:4]([C:6]([OH:8])=O)[CH2:3]1.[F:10][C:11]1[CH:12]=[C:13]([CH2:28][N:29]2[CH2:34][CH2:33][NH:32][C@@H:31]([CH3:35])[CH2:30]2)[C:14]([CH3:27])=[C:15]([NH:17][C:18](=[O:26])[C:19]2[CH:24]=[CH:23][C:22]([CH3:25])=[N:21][CH:20]=2)[CH:16]=1.CCN(C(C)C)C(C)C.CN(C(ON1N=NC2C=CC=NC1=2)=[N+](C)C)C.F[P-](F)(F)(F)(F)F. (7) Given the product [Cl:22][C:6]1[C:2]([CH3:1])=[C:3]([CH:8]=[C:9]2[C:17]3[C:12](=[CH:13][CH:14]=[CH:15][CH:16]=3)[NH:11][C:10]2=[O:18])[NH:4][C:5]=1[CH3:7], predict the reactants needed to synthesize it. The reactants are: [CH3:1][C:2]1[CH:6]=[C:5]([CH3:7])[NH:4][C:3]=1[CH:8]=[C:9]1[C:17]2[C:12](=[CH:13][CH:14]=[CH:15][CH:16]=2)[NH:11][C:10]1=[O:18].S(Cl)([Cl:22])(=O)=O.